The task is: Predict the product of the given reaction.. This data is from Forward reaction prediction with 1.9M reactions from USPTO patents (1976-2016). (1) The product is: [F:1][C:2]1[CH:3]=[C:4]([CH:9]2[CH2:14][CH:13]([F:15])[CH2:12][N:11]3[N:16]=[C:17]([NH2:19])[N:18]=[C:10]23)[CH:5]=[CH:6][C:7]=1[F:8]. Given the reactants [F:1][C:2]1[CH:3]=[C:4]([C:9]2[C:10]3[N:11]([N:16]=[C:17]([NH2:19])[N:18]=3)[CH:12]=[C:13]([F:15])[CH:14]=2)[CH:5]=[CH:6][C:7]=1[F:8].Cl, predict the reaction product. (2) Given the reactants C([Li])CCC.Cl.Br[C:8]1[CH:13]=[CH:12][N:11]=[CH:10][CH:9]=1.CCOCC.[O:19]=[C:20]1[CH2:24][CH2:23][N:22]([C:25]([O:27][C:28]([CH3:31])([CH3:30])[CH3:29])=[O:26])[CH2:21]1, predict the reaction product. The product is: [C:28]([O:27][C:25]([N:22]1[CH2:23][CH2:24][C:20]([OH:19])([C:8]2[CH:13]=[CH:12][N:11]=[CH:10][CH:9]=2)[CH2:21]1)=[O:26])([CH3:31])([CH3:29])[CH3:30]. (3) Given the reactants C([Si](C)(C)[O:6][C@H:7]1[CH2:11][CH2:10][N:9]([CH2:12][C@@H:13]([N:22]([CH3:36])[C:23](=[O:35])[CH2:24][C:25]2[CH:26]=[CH:27][C:28]3[S:32][C:31](=[O:33])[NH:30][C:29]=3[CH:34]=2)[C:14]2[CH:19]=[CH:18][CH:17]=[C:16]([C:20]#N)[CH:15]=2)[CH2:8]1)(C)(C)C.[OH2:39].[OH-:40].[K+].Cl, predict the reaction product. The product is: [OH:6][C@H:7]1[CH2:11][CH2:10][N:9]([CH2:12][C@H:13]([C:14]2[CH:15]=[C:16]([CH:17]=[CH:18][CH:19]=2)[C:20]([OH:40])=[O:39])[N:22]([CH3:36])[C:23](=[O:35])[CH2:24][C:25]2[CH:26]=[CH:27][C:28]3[S:32][C:31](=[O:33])[NH:30][C:29]=3[CH:34]=2)[CH2:8]1. (4) Given the reactants [O:1]=[C:2]1[CH:7]=[C:6]([O:8][CH2:9][C:10]2[CH:15]=[CH:14][CH:13]=[C:12]([C:16]([F:19])([F:18])[F:17])[N:11]=2)[CH:5]=[CH:4][N:3]1[C:20]1[CH:25]=[CH:24][C:23]2[C:26]3[CH2:27][N:28](C(OC(C)(C)C)=O)[CH2:29][CH2:30][C:31]=3[O:32][C:22]=2[CH:21]=1.[ClH:40], predict the reaction product. The product is: [ClH:40].[CH2:27]1[C:26]2[C:23]3[CH:24]=[CH:25][C:20]([N:3]4[CH:4]=[CH:5][C:6]([O:8][CH2:9][C:10]5[CH:15]=[CH:14][CH:13]=[C:12]([C:16]([F:17])([F:18])[F:19])[N:11]=5)=[CH:7][C:2]4=[O:1])=[CH:21][C:22]=3[O:32][C:31]=2[CH2:30][CH2:29][NH:28]1. (5) Given the reactants [C:1]1([CH:8]=[CH:7][C:5]([OH:6])=[CH:4][CH:3]=1)[OH:2].C(=O)(OC)OC.Cl.Cl[S:17]([OH:20])(=[O:19])=[O:18], predict the reaction product. The product is: [OH:2][C:1]1([S:17]([OH:20])(=[O:19])=[O:18])[CH:8]=[CH:7][C:5]([OH:6])=[CH:4][CH2:3]1. (6) Given the reactants [C:1]([O:5][C:6](=[O:29])[NH:7][C:8]1([C:14]2[CH:19]=[CH:18][C:17]([C:20](=[O:28])[CH2:21][C:22]3[CH:27]=[CH:26][CH:25]=[CH:24][CH:23]=3)=[CH:16][CH:15]=2)[CH2:11][C:10]([OH:13])([CH3:12])[CH2:9]1)([CH3:4])([CH3:3])[CH3:2].[CH3:30][N:31]([CH:33](OC)OC)[CH3:32], predict the reaction product. The product is: [C:1]([O:5][C:6](=[O:29])[NH:7][C:8]1([C:14]2[CH:15]=[CH:16][C:17]([C:20](=[O:28])[C:21]([C:22]3[CH:27]=[CH:26][CH:25]=[CH:24][CH:23]=3)=[CH:30][N:31]([CH3:33])[CH3:32])=[CH:18][CH:19]=2)[CH2:9][C:10]([OH:13])([CH3:12])[CH2:11]1)([CH3:2])([CH3:3])[CH3:4].